From a dataset of Full USPTO retrosynthesis dataset with 1.9M reactions from patents (1976-2016). Predict the reactants needed to synthesize the given product. (1) Given the product [NH2:22][C:16]1[N:15]=[C:14]([C:8]2[S:9][C:10]3[CH2:11][CH2:12][O:13][C:4]4[CH:3]=[C:2]([C:31]5[CH:30]=[N:29][N:28]([CH2:27][C:26]([CH3:42])([OH:43])[CH3:25])[CH:32]=5)[CH:24]=[CH:23][C:5]=4[C:6]=3[N:7]=2)[N:18]([CH:19]([CH3:21])[CH3:20])[N:17]=1, predict the reactants needed to synthesize it. The reactants are: Br[C:2]1[CH:24]=[CH:23][C:5]2[C:6]3[N:7]=[C:8]([C:14]4[N:18]([CH:19]([CH3:21])[CH3:20])[N:17]=[C:16]([NH2:22])[N:15]=4)[S:9][C:10]=3[CH2:11][CH2:12][O:13][C:4]=2[CH:3]=1.[CH3:25][C:26]([OH:43])([CH3:42])[CH2:27][N:28]1[CH:32]=[C:31](B2OC(C)(C)C(C)(C)O2)[CH:30]=[N:29]1. (2) Given the product [CH2:1]([C:7]1[N:8]([CH2:20][CH2:21][CH2:22][CH2:23][NH:24][C:32]([NH:31][C:25]2[CH:30]=[CH:29][CH:28]=[CH:27][CH:26]=2)=[O:33])[C:9]2[C:18]3[CH:17]=[CH:16][CH:15]=[CH:14][C:13]=3[N:12]=[CH:11][C:10]=2[N:19]=1)[CH2:2][CH2:3][CH2:4][CH2:5][CH3:6], predict the reactants needed to synthesize it. The reactants are: [CH2:1]([C:7]1[N:8]([CH2:20][CH2:21][CH2:22][CH2:23][NH2:24])[C:9]2[C:18]3[CH:17]=[CH:16][CH:15]=[CH:14][C:13]=3[N:12]=[CH:11][C:10]=2[N:19]=1)[CH2:2][CH2:3][CH2:4][CH2:5][CH3:6].[C:25]1([N:31]=[C:32]=[O:33])[CH:30]=[CH:29][CH:28]=[CH:27][CH:26]=1. (3) Given the product [CH2:31]([O:30][C:28]([C:22]1[C:23]([OH:25])=[N:16][C:15]([C:10]2[N:11]=[CH:12][CH:13]=[CH:14][N:9]=2)=[N:17][CH:21]=1)=[O:29])[CH3:32], predict the reactants needed to synthesize it. The reactants are: C([O-])C.[Na+].C(O)C.Cl.[N:9]1[CH:14]=[CH:13][CH:12]=[N:11][C:10]=1[C:15]([NH2:17])=[NH:16].C(O[CH:21]=[C:22]([C:28]([O:30][CH2:31][CH3:32])=[O:29])[C:23]([O:25]CC)=O)C. (4) The reactants are: F[C:2]1[CH:10]=[C:9]2[C:5]([C:6]([C:20]3[CH:28]=[C:27]4[C:23]([CH:24]=[N:25][NH:26]4)=[CH:22][CH:21]=3)=[CH:7][N:8]2S(C2C=CC=CC=2)(=O)=O)=[CH:4][CH:3]=1.[OH-].[Na+]. Given the product [NH:8]1[C:9]2[C:5](=[CH:4][CH:3]=[CH:2][CH:10]=2)[C:6]([C:20]2[CH:28]=[C:27]3[C:23]([CH:24]=[N:25][NH:26]3)=[CH:22][CH:21]=2)=[CH:7]1, predict the reactants needed to synthesize it. (5) Given the product [O:25]1[CH2:16][CH:17]1[CH2:18][S:19][CH2:33][CH:27]1[CH2:32][CH2:31][CH2:30][CH:29]([CH2:20][S:19][CH2:18][CH:17]2[O:23][CH2:16]2)[CH2:28]1, predict the reactants needed to synthesize it. The reactants are: Cl[CH:16](C1CCCC([CH:16](Cl)[CH:17]([OH:23])[CH2:18][S:19][CH2:20]CC)C1)[CH:17]([OH:23])[CH2:18][S:19][CH2:20]CC.[OH-:25].[Na+].[C:27]1([CH3:33])[CH:32]=[CH:31][CH:30]=[CH:29][CH:28]=1. (6) Given the product [CH3:1][S:2]([O:5][C@H:11]([CH3:10])[CH2:12][CH3:13])(=[O:4])=[O:3], predict the reactants needed to synthesize it. The reactants are: [CH3:1][S:2]([O:5]S(C)(=O)=O)(=[O:4])=[O:3].[CH3:10][C@@H:11](O)[CH2:12][CH3:13].C(N(CC)CC)C.